From a dataset of Reaction yield outcomes from USPTO patents with 853,638 reactions. Predict the reaction yield, written as a fraction of the theoretical maximum amount of product (1.0 means a 100% yield; for example, 0.34 means a 34% yield). (1) The reactants are [C:1]([O:4][C:5]1[CH:31]=[CH:30][C:8]([CH2:9][S:10][C:11]2[C:21]3[CH2:20][CH2:19][N:18]([C:22]([O:24][C:25]([CH3:28])([CH3:27])[CH3:26])=[O:23])[CH2:17][CH2:16][C:15]=3[CH:14]=[CH:13][C:12]=2[Cl:29])=[CH:7][CH:6]=1)(=O)[CH3:2].C(=O)([O-])[O-].[K+].[K+].N(C(OC(C)C)=O)=NC(OC(C)C)=O.[C:52]1(P([C:52]2[CH:57]=[CH:56]C=[CH:54][CH:53]=2)[C:52]2[CH:57]=[CH:56]C=[CH:54][CH:53]=2)[CH:57]=[CH:56]C=[CH:54][CH:53]=1.C1(CO)CCCCC1. The catalyst is CO.O. The product is [C:25]([O:24][C:22]([N:18]1[CH2:19][CH2:20][C:21]2[C:11]([S:10][CH2:9][C:8]3[CH:7]=[CH:6][C:5]([O:4][CH2:1][CH:2]4[CH2:56][CH2:57][CH2:52][CH2:53][CH2:54]4)=[CH:31][CH:30]=3)=[C:12]([Cl:29])[CH:13]=[CH:14][C:15]=2[CH2:16][CH2:17]1)=[O:23])([CH3:28])([CH3:27])[CH3:26]. The yield is 0.700. (2) The reactants are ClC1C=CC([C@@H]2CN(C3N=NC(Cl)=CC=3)C[C@H]2C(OC)=O)=CC=1.[Cl:24][C:25]1[CH:30]=[CH:29][C:28]([C@@H:31]2[CH2:35][N:34]([C:36]3[CH:41]=[CH:40][C:39](=[O:42])[NH:38][N:37]=3)[CH2:33][C@H:32]2[C:43]([O:45]C)=[O:44])=[CH:27][CH:26]=1. No catalyst specified. The product is [Cl:24][C:25]1[CH:30]=[CH:29][C:28]([C@@H:31]2[CH2:35][N:34]([C:36]3[CH:41]=[CH:40][C:39](=[O:42])[NH:38][N:37]=3)[CH2:33][C@H:32]2[C:43]([OH:45])=[O:44])=[CH:27][CH:26]=1. The yield is 0.700. (3) The reactants are NC(N)=S.[C:5]([NH:8][C:9]1[CH:10]=[CH:11][C:12]([F:31])=[C:13]([C@@:15]2([NH:23]C(=O)OC(C)(C)C)[C@:19]([F:22])([CH2:20][OH:21])[CH2:18][O:17][CH2:16]2)[CH:14]=1)(=[O:7])[CH3:6].FC(F)(F)C(O)=O.C(N(CC)CC)C.[C:46]([N:54]=[C:55]=[S:56])(=[O:53])[C:47]1[CH:52]=[CH:51][CH:50]=[CH:49][CH:48]=1. The catalyst is ClCCl. The product is [C:5]([NH:8][C:9]1[CH:10]=[CH:11][C:12]([F:31])=[C:13]([C@@:15]2([NH:23][C:55]([NH:54][C:46](=[O:53])[C:47]3[CH:52]=[CH:51][CH:50]=[CH:49][CH:48]=3)=[S:56])[C@:19]([F:22])([CH2:20][OH:21])[CH2:18][O:17][CH2:16]2)[CH:14]=1)(=[O:7])[CH3:6]. The yield is 0.830. (4) The reactants are Br[C:2]1[CH:3]=[N:4][C:5]2[C:10]([CH:11]=1)=[CH:9][C:8]([CH2:12][C:13]([OH:15])=[O:14])=[C:7]([F:16])[CH:6]=2.[CH3:17][N:18]1[CH:22]=[C:21](B2OC(C)(C)C(C)(C)O2)[CH:20]=[N:19]1.C(=O)([O-])[O-].[K+].[K+]. The catalyst is O1CCOCC1.O.Cl[Pd](Cl)([P](C1C=CC=CC=1)(C1C=CC=CC=1)C1C=CC=CC=1)[P](C1C=CC=CC=1)(C1C=CC=CC=1)C1C=CC=CC=1. The product is [F:16][C:7]1[CH:6]=[C:5]2[C:10]([CH:11]=[C:2]([C:21]3[CH:20]=[N:19][N:18]([CH3:17])[CH:22]=3)[CH:3]=[N:4]2)=[CH:9][C:8]=1[CH2:12][C:13]([OH:15])=[O:14]. The yield is 0.830. (5) The reactants are [F:1][C:2]1[CH:3]=[C:4]([CH:8](O)[C:9]2[CH:14]=[CH:13][CH:12]=[CH:11][C:10]=2[C:15]2[CH:20]=[CH:19][C:18]([S:21]([CH3:24])(=[O:23])=[O:22])=[CH:17][CH:16]=2)[CH:5]=[CH:6][CH:7]=1.FC(F)(F)C(O)=O.[BH4-].[Na+]. The catalyst is ClCCl. The product is [F:1][C:2]1[CH:3]=[C:4]([CH2:8][C:9]2[CH:14]=[CH:13][CH:12]=[CH:11][C:10]=2[C:15]2[CH:20]=[CH:19][C:18]([S:21]([CH3:24])(=[O:23])=[O:22])=[CH:17][CH:16]=2)[CH:5]=[CH:6][CH:7]=1. The yield is 0.830.